From a dataset of Forward reaction prediction with 1.9M reactions from USPTO patents (1976-2016). Predict the product of the given reaction. (1) Given the reactants CS[C:3]1[N:8]2[CH:9]=[CH:10][N:11]=[C:7]2[CH:6]=[C:5]([C:12]2[CH:17]=[CH:16][C:15]([N:18]3[CH2:23][CH2:22][O:21][CH2:20][CH2:19]3)=[CH:14][CH:13]=2)[N:4]=1.[OH-].[K+].C(O)(=[O:28])C, predict the reaction product. The product is: [O:21]1[CH2:22][CH2:23][N:18]([C:15]2[CH:16]=[CH:17][C:12]([C:5]3[NH:4][C:3](=[O:28])[N:8]4[CH:9]=[CH:10][N:11]=[C:7]4[CH:6]=3)=[CH:13][CH:14]=2)[CH2:19][CH2:20]1. (2) Given the reactants [H-].[Na+].[CH3:3][N:4]1[C:8]([CH2:9][OH:10])=[C:7]([C:11]2[CH:16]=[CH:15][CH:14]=[CH:13][N:12]=2)[N:6]=[N:5]1.[Cl:17][C:18]1[N:19]=[N:20][C:21](Cl)=[CH:22][CH:23]=1, predict the reaction product. The product is: [Cl:17][C:18]1[N:19]=[N:20][C:21]([O:10][CH2:9][C:8]2[N:4]([CH3:3])[N:5]=[N:6][C:7]=2[C:11]2[CH:16]=[CH:15][CH:14]=[CH:13][N:12]=2)=[CH:22][CH:23]=1. (3) Given the reactants S(S([O-])=O)([O-])=O.[Na+].[Na+].[F:9][C:10]1[C:15]([CH3:16])=[CH:14][CH:13]=[C:12]([N+:17]([O-])=O)[C:11]=1[O:20][C:21]1[C:30]2[C:25](=[CH:26][CH:27]=[CH:28][CH:29]=2)[CH:24]=[CH:23][CH:22]=1, predict the reaction product. The product is: [F:9][C:10]1[C:11]([O:20][C:21]2[C:30]3[C:25](=[CH:26][CH:27]=[CH:28][CH:29]=3)[CH:24]=[CH:23][CH:22]=2)=[C:12]([NH2:17])[CH:13]=[CH:14][C:15]=1[CH3:16]. (4) Given the reactants [C:1]([O:5][C:6](=[O:19])[NH:7][CH2:8][CH2:9][CH2:10][CH2:11][C:12]1[CH:17]=[CH:16][C:15]([NH2:18])=[CH:14][CH:13]=1)([CH3:4])([CH3:3])[CH3:2].[CH2:20]([O:22][C:23](=[O:28])[CH2:24][CH2:25][CH2:26]Br)[CH3:21].CN1CCOCC1, predict the reaction product. The product is: [CH2:20]([O:22][C:23](=[O:28])[CH2:24][CH2:25][CH2:26][NH:18][C:15]1[CH:14]=[CH:13][C:12]([CH2:11][CH2:10][CH2:9][CH2:8][NH:7][C:6]([O:5][C:1]([CH3:4])([CH3:2])[CH3:3])=[O:19])=[CH:17][CH:16]=1)[CH3:21]. (5) Given the reactants [F:1][C:2]([F:6])([F:5])[CH2:3][NH2:4].[C:7](N1C=CN=C1)(N1C=CN=C1)=[S:8].[CH2:19]([CH:21]1[CH2:25][NH:24][N:23]=[CH:22]1)[CH3:20], predict the reaction product. The product is: [F:1][C:2]([F:6])([F:5])[CH2:3][NH:4][C:7]([N:23]1[CH2:22][CH:21]([CH2:19][CH3:20])[CH:25]=[N:24]1)=[S:8]. (6) Given the reactants [F:1][C:2]([F:24])([F:23])[C:3]([C:9]1[CH:14]=[CH:13][C:12]([C:15]2[CH:20]=[CH:19][C:18]([CH:21]=O)=[CH:17][CH:16]=2)=[CH:11][CH:10]=1)([OH:8])[C:4]([F:7])([F:6])[F:5].OC(C(F)(F)F)=O.[NH:32]1[CH2:37][CH2:36][CH:35]([NH:38][C:39]2[CH:44]=[CH:43][N:42]=[CH:41][CH:40]=2)[CH2:34][CH2:33]1.C(=O)C1C=CN=CC=1, predict the reaction product. The product is: [F:1][C:2]([F:24])([F:23])[C:3]([C:9]1[CH:14]=[CH:13][C:12]([C:15]2[CH:20]=[CH:19][C:18]([CH2:21][N:42]3[CH2:43][CH2:44][CH:39]([NH:38][C:35]4[CH:36]=[CH:37][N:32]=[CH:33][CH:34]=4)[CH2:40][CH2:41]3)=[CH:17][CH:16]=2)=[CH:11][CH:10]=1)([OH:8])[C:4]([F:7])([F:6])[F:5].